From a dataset of Forward reaction prediction with 1.9M reactions from USPTO patents (1976-2016). Predict the product of the given reaction. (1) Given the reactants [ClH:1].[CH3:2][O:3][C:4]1[N:5]=[C:6]2[C:11](=[CH:12][CH:13]=1)[N:10]=[CH:9][CH:8]=[C:7]2[N:14]1[CH2:19][C@@H:18]2[CH2:20][C@H:15]1[CH2:16][N:17]2[CH2:21][CH2:22][NH2:23].[O:24]=[C:25]1[CH2:30][S:29][C:28]2[CH:31]=[CH:32][C:33]([CH:35]=O)=[N:34][C:27]=2[NH:26]1.S([O-])([O-])(=O)=O.[Na+].[Na+].C(N(C(C)C)CC)(C)C.[BH4-].[Na+], predict the reaction product. The product is: [ClH:1].[ClH:1].[ClH:1].[CH3:2][O:3][C:4]1[N:5]=[C:6]2[C:11](=[CH:12][CH:13]=1)[N:10]=[CH:9][CH:8]=[C:7]2[N:14]1[CH2:19][C@@H:18]2[CH2:20][C@H:15]1[CH2:16][N:17]2[CH2:21][CH2:22][NH:23][CH2:35][C:33]1[CH:32]=[CH:31][C:28]2[S:29][CH2:30][C:25](=[O:24])[NH:26][C:27]=2[N:34]=1. (2) Given the reactants [NH:1]([C:46]([O:48][CH2:49][CH:50]1[C:62]2[C:57](=[CH:58][CH:59]=[CH:60][CH:61]=2)[C:56]2[C:51]1=[CH:52][CH:53]=[CH:54][CH:55]=2)=[O:47])[C@H:2]([C:14]([N:16]([CH3:45])[C@H:17]([C:25]([N:27]([CH3:44])[C@H:28]([C:36]([NH:38][C@H:39]([C:41]([OH:43])=[O:42])[CH3:40])=[O:37])[CH2:29][C:30]1[CH:35]=[CH:34][CH:33]=[CH:32][CH:31]=1)=[O:26])[CH2:18][C:19]1[CH:24]=[CH:23][CH:22]=[CH:21][CH:20]=1)=[O:15])[CH2:3][C:4](=[O:13])[O:5]CC1C=CC=CC=1.[H][H], predict the reaction product. The product is: [NH:1]([C:46]([O:48][CH2:49][CH:50]1[C:62]2[C:57](=[CH:58][CH:59]=[CH:60][CH:61]=2)[C:56]2[C:51]1=[CH:52][CH:53]=[CH:54][CH:55]=2)=[O:47])[C@H:2]([C:14]([N:16]([CH3:45])[C@H:17]([C:25]([N:27]([CH3:44])[C@H:28]([C:36]([NH:38][C@H:39]([C:41]([OH:43])=[O:42])[CH3:40])=[O:37])[CH2:29][C:30]1[CH:35]=[CH:34][CH:33]=[CH:32][CH:31]=1)=[O:26])[CH2:18][C:19]1[CH:20]=[CH:21][CH:22]=[CH:23][CH:24]=1)=[O:15])[CH2:3][C:4](=[O:5])[OH:13]. (3) Given the reactants [C:1]([O:5][C:6]([NH:8][C@@H:9]1[CH2:13][CH2:12][N:11]([C:14]2[CH:19]=[CH:18][C:17]([N:20]3[CH2:24][C@H:23]([CH2:25][OH:26])[O:22][C:21]3=[O:27])=[CH:16][C:15]=2[F:28])[CH2:10]1)=[O:7])([CH3:4])([CH3:3])[CH3:2].C(N(CC)CC)C.[CH3:36][S:37](Cl)(=[O:39])=[O:38], predict the reaction product. The product is: [C:1]([O:5][C:6]([NH:8][C@@H:9]1[CH2:13][CH2:12][N:11]([C:14]2[CH:19]=[CH:18][C:17]([N:20]3[CH2:24][C@H:23]([CH2:25][O:26][S:37]([CH3:36])(=[O:39])=[O:38])[O:22][C:21]3=[O:27])=[CH:16][C:15]=2[F:28])[CH2:10]1)=[O:7])([CH3:4])([CH3:2])[CH3:3].